This data is from Full USPTO retrosynthesis dataset with 1.9M reactions from patents (1976-2016). The task is: Predict the reactants needed to synthesize the given product. (1) Given the product [Cl:18][C:13]1[CH:14]=[CH:15][CH:16]=[CH:17][C:12]=1[C:7]1[CH:6]=[CH:5][C:4]2[C:9](=[CH:10][N:11]=[C:2]([NH:24][C:22]([CH:19]3[CH2:21][CH2:20]3)=[O:23])[CH:3]=2)[N:8]=1, predict the reactants needed to synthesize it. The reactants are: Cl[C:2]1[CH:3]=[C:4]2[C:9](=[CH:10][N:11]=1)[N:8]=[C:7]([C:12]1[CH:17]=[CH:16][CH:15]=[CH:14][C:13]=1[Cl:18])[CH:6]=[CH:5]2.[CH:19]1([C:22]([NH2:24])=[O:23])[CH2:21][CH2:20]1.C1(P(C2C=CC=CC=2)C2C3OC4C(=CC=CC=4P(C4C=CC=CC=4)C4C=CC=CC=4)C(C)(C)C=3C=CC=2)C=CC=CC=1.C(=O)([O-])[O-].[Cs+].[Cs+]. (2) Given the product [C:23]([C:27]1[CH:32]=[CH:31][N:30]=[C:29]([CH2:33][N:12]([CH2:11][C:10]2[CH:9]=[CH:8][C:5]([C:6]#[N:7])=[CH:4][C:3]=2[CH2:2][OH:1])[CH:13]2[C:22]3[N:21]=[CH:20][CH:19]=[CH:18][C:17]=3[CH2:16][CH2:15][CH2:14]2)[CH:28]=1)([CH3:26])([CH3:25])[CH3:24], predict the reactants needed to synthesize it. The reactants are: [OH:1][CH2:2][C:3]1[CH:4]=[C:5]([CH:8]=[CH:9][C:10]=1[CH2:11][NH:12][CH:13]1[C:22]2[N:21]=[CH:20][CH:19]=[CH:18][C:17]=2[CH2:16][CH2:15][CH2:14]1)[C:6]#[N:7].[C:23]([C:27]1[CH:32]=[CH:31][N:30]=[C:29]([CH:33]=O)[CH:28]=1)([CH3:26])([CH3:25])[CH3:24].[BH-](OC(C)=O)(OC(C)=O)OC(C)=O.[Na+]. (3) Given the product [ClH:21].[CH3:1][C:2]1[CH:19]=[CH:18][CH:17]=[C:16]([CH3:20])[C:3]=1/[CH:4]=[CH:5]/[C:6]1[CH:7]=[C:8]([CH2:12][CH2:13][CH2:14][NH2:15])[CH:9]=[CH:10][CH:11]=1, predict the reactants needed to synthesize it. The reactants are: [CH3:1][C:2]1[CH:19]=[CH:18][CH:17]=[C:16]([CH3:20])[C:3]=1/[CH:4]=[CH:5]/[C:6]1[CH:7]=[C:8]([CH2:12][CH2:13][CH2:14][NH2:15])[CH:9]=[CH:10][CH:11]=1.[ClH:21]. (4) Given the product [Cl:40][C:41]1[CH:42]=[C:43]([CH:51]=[CH:52][C:53]=1[Cl:54])[CH2:44][CH:6]1[CH2:7][CH2:8][N:9]([S:12]([C:15]2[C:16]([CH3:22])=[N:17][N:18]([CH3:21])[C:19]=2[CH3:20])(=[O:13])=[O:14])[CH2:10][CH2:11]1, predict the reactants needed to synthesize it. The reactants are: ClC1C=C(C=CC=1Cl)O[CH:6]1[CH2:11][CH2:10][N:9]([S:12]([C:15]2[C:16]([CH3:22])=[N:17][N:18]([CH3:21])[C:19]=2[CH3:20])(=[O:14])=[O:13])[CH2:8][CH2:7]1.CN1C(C)=C(S(Cl)(=O)=O)C(C)=N1.Cl.[Cl:40][C:41]1[CH:42]=[C:43]([CH:51]=[CH:52][C:53]=1[Cl:54])[CH2:44]C1CCNCC1. (5) Given the product [CH:1]1([NH:4][C:5](=[O:6])[C:7]2[CH:8]=[C:9]([F:45])[C:10]([CH3:44])=[C:11]([C:13]3[CH:14]=[C:15]4[C:20](=[CH:21][CH:22]=3)[C:19](=[O:23])[N:18]([CH2:24][CH:25]3[CH2:27][CH2:26]3)[CH:17]=[C:16]4[S:28]([N:31]3[CH2:36][CH2:35][NH:34][CH2:33][CH2:32]3)(=[O:30])=[O:29])[CH:12]=2)[CH2:2][CH2:3]1, predict the reactants needed to synthesize it. The reactants are: [CH:1]1([NH:4][C:5]([C:7]2[CH:8]=[C:9]([F:45])[C:10]([CH3:44])=[C:11]([C:13]3[CH:14]=[C:15]4[C:20](=[CH:21][CH:22]=3)[C:19](=[O:23])[N:18]([CH2:24][CH:25]3[CH2:27][CH2:26]3)[CH:17]=[C:16]4[S:28]([N:31]3[CH2:36][CH2:35][N:34](C(OC(C)(C)C)=O)[CH2:33][CH2:32]3)(=[O:30])=[O:29])[CH:12]=2)=[O:6])[CH2:3][CH2:2]1.FC(F)(F)C(O)=O. (6) Given the product [C:1]([O:5][C:6]([N:8]([CH2:31][C@@H:32]([C:34]1[CH:39]=[CH:38][CH:37]=[C:36]([Cl:40])[CH:35]=1)[OH:33])[CH2:9][CH2:10][C:11]1[CH:12]=[CH:13][C:14]([C:17]2[CH:18]=[C:19]3[C:24](=[CH:25][CH:26]=2)[CH:23]=[C:22]([C:27]([OH:29])=[O:28])[CH:21]=[CH:20]3)=[CH:15][CH:16]=1)=[O:7])([CH3:4])([CH3:2])[CH3:3], predict the reactants needed to synthesize it. The reactants are: [C:1]([O:5][C:6]([N:8]([CH2:31][C@@H:32]([C:34]1[CH:39]=[CH:38][CH:37]=[C:36]([Cl:40])[CH:35]=1)[OH:33])[CH2:9][CH2:10][C:11]1[CH:16]=[CH:15][C:14]([C:17]2[CH:18]=[C:19]3[C:24](=[CH:25][CH:26]=2)[CH:23]=[C:22]([C:27]([O:29]C)=[O:28])[CH:21]=[CH:20]3)=[CH:13][CH:12]=1)=[O:7])([CH3:4])([CH3:3])[CH3:2].[OH-].[Na+].Cl.C(Cl)(Cl)Cl.CO. (7) Given the product [Li+:38].[F:33][C:31]1[CH:32]=[C:27]([CH:5]([C:6]2[CH:11]=[CH:10][N:9]=[C:8]([O:12][C:13]3[CH:14]=[CH:15][C:16]([CH2:19][NH:20][C:21]4[CH:26]=[CH:25][CH:24]=[CH:23][N:22]=4)=[CH:17][CH:18]=3)[N:7]=2)[CH2:4][C:3]([O-:35])=[O:2])[CH:28]=[C:29]([F:34])[CH:30]=1, predict the reactants needed to synthesize it. The reactants are: C[O:2][C:3](=[O:35])[CH2:4][CH:5]([C:27]1[CH:32]=[C:31]([F:33])[CH:30]=[C:29]([F:34])[CH:28]=1)[C:6]1[CH:11]=[CH:10][N:9]=[C:8]([O:12][C:13]2[CH:18]=[CH:17][C:16]([CH2:19][NH:20][C:21]3[CH:26]=[CH:25][CH:24]=[CH:23][N:22]=3)=[CH:15][CH:14]=2)[N:7]=1.O.[OH-].[Li+:38]. (8) Given the product [Cl:32][C:29]1[CH:30]=[CH:31][C:26]([CH2:25][N:9]2[C:8]3[C:7](=[O:33])[N:6]([CH3:34])[C:5](=[O:35])[N:4]([CH2:3][CH2:2][N:38]([CH3:39])[CH3:37])[C:12]=3[N:11]=[C:10]2[O:13][C:14]2[CH:19]=[CH:18][CH:17]=[C:16]([O:20][C:21]([F:24])([F:23])[F:22])[CH:15]=2)=[CH:27][CH:28]=1, predict the reactants needed to synthesize it. The reactants are: Br[CH2:2][CH2:3][N:4]1[C:12]2[N:11]=[C:10]([O:13][C:14]3[CH:19]=[CH:18][CH:17]=[C:16]([O:20][C:21]([F:24])([F:23])[F:22])[CH:15]=3)[N:9]([CH2:25][C:26]3[CH:31]=[CH:30][C:29]([Cl:32])=[CH:28][CH:27]=3)[C:8]=2[C:7](=[O:33])[N:6]([CH3:34])[C:5]1=[O:35].Cl.[CH3:37][NH:38][CH3:39].C(=O)([O-])[O-].[K+].[K+]. (9) Given the product [NH2:23][C:19]1[C:18]([C:10]2[N:9]([C:6]3[CH:7]=[CH:8][C:3]([OH:2])=[CH:4][CH:5]=3)[C:17]3[CH:16]=[CH:15][N:14]=[CH:13][C:12]=3[N:11]=2)=[N:22][O:21][N:20]=1, predict the reactants needed to synthesize it. The reactants are: C[O:2][C:3]1[CH:8]=[CH:7][C:6]([N:9]2[C:17]3[CH:16]=[CH:15][N:14]=[CH:13][C:12]=3[N:11]=[C:10]2[C:18]2[C:19]([NH2:23])=[N:20][O:21][N:22]=2)=[CH:5][CH:4]=1.B(Br)(Br)Br.